From a dataset of Forward reaction prediction with 1.9M reactions from USPTO patents (1976-2016). Predict the product of the given reaction. (1) Given the reactants [CH:1]1([NH:4][C:5]([NH:7][C:8]2[CH:13]=[CH:12][C:11]([C:14]3[C:15]4[CH2:29][NH:28][CH2:27][C:16]=4[N:17]=[C:18]([N:20]4[CH2:25][CH2:24][O:23][CH2:22][C@@H:21]4[CH3:26])[N:19]=3)=[CH:10][CH:9]=2)=[O:6])[CH2:3][CH2:2]1.CCN(C(C)C)C(C)C.CN(C(ON1N=NC2C=CC=NC1=2)=[N+](C)C)C.F[P-](F)(F)(F)(F)F.[O:63]1[CH2:67][CH2:66][CH2:65][CH:64]1[C:68](O)=[O:69], predict the reaction product. The product is: [CH:1]1([NH:4][C:5]([NH:7][C:8]2[CH:13]=[CH:12][C:11]([C:14]3[C:15]4[CH2:29][N:28]([C:68]([CH:64]5[CH2:65][CH2:66][CH2:67][O:63]5)=[O:69])[CH2:27][C:16]=4[N:17]=[C:18]([N:20]4[CH2:25][CH2:24][O:23][CH2:22][C@@H:21]4[CH3:26])[N:19]=3)=[CH:10][CH:9]=2)=[O:6])[CH2:3][CH2:2]1. (2) The product is: [C:11]([O:10][C:8](=[O:9])[CH:7]([C:15]1[CH:20]=[CH:19][C:18]([CH2:21][Br:23])=[CH:17][CH:16]=1)[C:6]([O:5][C:1]([CH3:2])([CH3:3])[CH3:4])=[O:22])([CH3:13])([CH3:14])[CH3:12]. Given the reactants [C:1]([O:5][C:6](=[O:22])[CH:7]([C:15]1[CH:20]=[CH:19][C:18]([CH3:21])=[CH:17][CH:16]=1)[C:8]([O:10][C:11]([CH3:14])([CH3:13])[CH3:12])=[O:9])([CH3:4])([CH3:3])[CH3:2].[Br:23]N1C(=O)CCC1=O, predict the reaction product. (3) Given the reactants C([O:4][CH2:5][CH:6]1[CH2:13][N:12]2[C:8](=[N:9][C:10]3[CH:17]=[CH:16][CH:15]=[C:14]([N:18]([CH2:21][CH3:22])[CH2:19][CH3:20])[C:11]=32)[N:7]1[C:23]1[CH:28]=[CH:27][C:26]([Cl:29])=[CH:25][C:24]=1[Cl:30])(=O)C.C(=O)([O-])[O-].[K+].[K+], predict the reaction product. The product is: [Cl:30][C:24]1[CH:25]=[C:26]([Cl:29])[CH:27]=[CH:28][C:23]=1[N:7]1[C:8]2=[N:9][C:10]3[CH:17]=[CH:16][CH:15]=[C:14]([N:18]([CH2:21][CH3:22])[CH2:19][CH3:20])[C:11]=3[N:12]2[CH2:13][CH:6]1[CH2:5][OH:4]. (4) Given the reactants [CH3:1][N:2]1[C:10]2[C:5](=[CH:6][CH:7]=[CH:8][CH:9]=2)[C:4]([C:11]2[C:12](=[O:30])[NH:13][C:14](=[O:29])[C:15]=2[C:16]2[CH:21]=[CH:20][CH:19]=[C:18]([O:22][CH2:23][CH2:24][CH2:25][N:26]=[N+]=[N-])[CH:17]=2)=[CH:3]1.C1C=CC(P(C2C=CC=CC=2)C2C=CC=CC=2)=CC=1.O, predict the reaction product. The product is: [CH3:1][N:2]1[C:10]2[C:5](=[CH:6][CH:7]=[CH:8][CH:9]=2)[C:4]([C:11]2[C:12](=[O:30])[NH:13][C:14](=[O:29])[C:15]=2[C:16]2[CH:21]=[CH:20][CH:19]=[C:18]([O:22][CH2:23][CH2:24][CH2:25][NH2:26])[CH:17]=2)=[CH:3]1. (5) The product is: [CH2:20]=[CH:19][C:18]([O:8][C:4]1[CH:5]=[C:6]([Cl:7])[CH:1]=[CH:2][C:3]=1[O:9][C:10]1[CH:11]=[CH:12][C:13]([Cl:17])=[CH:14][C:15]=1[Cl:16])=[O:21]. Given the reactants [CH:1]1[C:6]([Cl:7])=[CH:5][C:4]([OH:8])=[C:3]([O:9][C:10]2[CH:11]=[CH:12][C:13]([Cl:17])=[CH:14][C:15]=2[Cl:16])[CH:2]=1.[C:18](Cl)(=[O:21])[CH:19]=[CH2:20].C(N(CC)CC)C, predict the reaction product. (6) Given the reactants Br[C:2]1[CH:3]=[C:4]([C:17]([CH3:20])([CH3:19])[CH3:18])[C:5]([O:15][CH3:16])=[C:6]([N:8]2[CH2:13][CH2:12][CH:11]([OH:14])[CH2:10][CH2:9]2)[CH:7]=1.C([Sn](CCCC)(CCCC)[C:26]([O:28]CC)=[CH2:27])CCC.[F-].[Cs+].[Br:41]N1C(=O)CCC1=O, predict the reaction product. The product is: [Br:41][CH2:28][C:26]([C:2]1[CH:7]=[C:6]([N:8]2[CH2:13][CH2:12][CH:11]([OH:14])[CH2:10][CH2:9]2)[C:5]([O:15][CH3:16])=[C:4]([C:17]([CH3:20])([CH3:19])[CH3:18])[CH:3]=1)=[O:27]. (7) Given the reactants [C:1]([N:4]1[CH2:8][CH2:7][C:6]2([C:16]3[C:11](=[CH:12][CH:13]=[C:14]([CH:17]=[CH:18][O:19]C)[CH:15]=3)[N:10]([C:21]([NH:23][C:24]3[S:25][C:26]([Cl:29])=[CH:27][N:28]=3)=[O:22])[CH2:9]2)[CH2:5]1)(=[O:3])[CH3:2].Cl.C(=O)([O-])O.[Na+].O, predict the reaction product. The product is: [C:1]([N:4]1[CH2:8][CH2:7][C:6]2([C:16]3[C:11](=[CH:12][CH:13]=[C:14]([CH2:17][CH:18]=[O:19])[CH:15]=3)[N:10]([C:21]([NH:23][C:24]3[S:25][C:26]([Cl:29])=[CH:27][N:28]=3)=[O:22])[CH2:9]2)[CH2:5]1)(=[O:3])[CH3:2].